From a dataset of Reaction yield outcomes from USPTO patents with 853,638 reactions. Predict the reaction yield, written as a fraction of the theoretical maximum amount of product (1.0 means a 100% yield; for example, 0.34 means a 34% yield). (1) The reactants are C[O:2][C:3](=O)[C:4]1[CH:9]=[CH:8][C:7]([C:10]([F:13])([F:12])[F:11])=[CH:6][C:5]=1[N+:14]([O-:16])=[O:15].O.[NH2:19][NH2:20]. The catalyst is CC(O)C. The product is [N+:14]([C:5]1[CH:6]=[C:7]([C:10]([F:13])([F:12])[F:11])[CH:8]=[CH:9][C:4]=1[C:3]([NH:19][NH2:20])=[O:2])([O-:16])=[O:15]. The yield is 0.520. (2) The reactants are Cl[C:2]1[N:7]=[C:6]2[N:8]([CH:12]3[CH2:17][CH2:16][CH2:15][CH2:14][O:13]3)[N:9]=[C:10]([CH3:11])[C:5]2=[C:4]([NH:18][C:19]2[CH:28]=[CH:27][CH:26]=[CH:25][C:20]=2[C:21]([NH:23][CH3:24])=[O:22])[N:3]=1.[CH3:29][O:30][C:31]1[CH:37]=[CH:36][C:35]([N+:38]([O-:40])=[O:39])=[CH:34][C:32]=1[NH2:33].CC(C1C=C(C(C)C)C(C2C=CC=CC=2P(C2CCCCC2)C2CCCCC2)=C(C(C)C)C=1)C.C([O-])([O-])=O.[K+].[K+]. The catalyst is C(O)(C)(C)C.C1C=CC(/C=C/C(/C=C/C2C=CC=CC=2)=O)=CC=1.C1C=CC(/C=C/C(/C=C/C2C=CC=CC=2)=O)=CC=1.C1C=CC(/C=C/C(/C=C/C2C=CC=CC=2)=O)=CC=1.[Pd].[Pd]. The product is [CH3:29][O:30][C:31]1[CH:37]=[CH:36][C:35]([N+:38]([O-:40])=[O:39])=[CH:34][C:32]=1[NH:33][C:2]1[N:7]=[C:6]2[N:8]([CH:12]3[CH2:17][CH2:16][CH2:15][CH2:14][O:13]3)[N:9]=[C:10]([CH3:11])[C:5]2=[C:4]([NH:18][C:19]2[CH:28]=[CH:27][CH:26]=[CH:25][C:20]=2[C:21]([NH:23][CH3:24])=[O:22])[N:3]=1. The yield is 0.226. (3) The reactants are [NH:1]1[CH2:5][CH2:4][N:3]2[N:6]=[CH:7][CH:8]=[C:2]12.[N+:9]([O-])([OH:11])=[O:10]. The catalyst is OS(O)(=O)=O. The product is [N+:9]([C:8]1[CH:7]=[N:6][N:3]2[CH2:4][CH2:5][NH:1][C:2]=12)([O-:11])=[O:10]. The yield is 0.340. (4) The reactants are [Br:1][C:2]1[CH:3]=[C:4]([NH:10][C:11]2[CH:16]=[CH:15][C:14]([N:17]3[CH2:22][CH2:21][N:20]([CH3:23])[CH2:19][C@H:18]3[CH3:24])=[CH:13][N:12]=2)[C:5](=[O:9])[N:6]([CH3:8])[CH:7]=1.BrC1C=C(NC2C=CC(N3CCNC[C@@H]3C)=CN=2)C(=O)N(C)C=1. No catalyst specified. The product is [Br:1][C:2]1[CH:3]=[C:4]([NH:10][C:11]2[CH:16]=[CH:15][C:14]([N:17]3[CH2:22][CH2:21][N:20]([CH3:23])[CH2:19][C@@H:18]3[CH3:24])=[CH:13][N:12]=2)[C:5](=[O:9])[N:6]([CH3:8])[CH:7]=1. The yield is 0.750. (5) The reactants are C(OC(=O)[NH:10][CH2:11][CH2:12][N:13]1[CH2:19][CH2:18][CH2:17][N:16]([C:20]2[C:29]3[C:24](=[CH:25][CH:26]=[C:27]([O:30][CH3:31])[N:28]=3)[N:23]=[CH:22][CH:21]=2)[CH2:15][CH2:14]1)C1C=CC=CC=1.[ClH:33].O1CCOCC1.[H][H]. The catalyst is [OH-].[OH-].[Pd+2].C(O)C. The product is [ClH:33].[CH3:31][O:30][C:27]1[N:28]=[C:29]2[C:24](=[CH:25][CH:26]=1)[N:23]=[CH:22][CH:21]=[C:20]2[N:16]1[CH2:17][CH2:18][CH2:19][N:13]([CH2:12][CH2:11][NH2:10])[CH2:14][CH2:15]1. The yield is 0.870. (6) The reactants are F[C:2]1[CH:7]=[CH:6][C:5]([N+:8]([O-:10])=[O:9])=[CH:4][CH:3]=1.[OH:11][C@H:12]1[CH2:16][CH2:15][NH:14][C@@H:13]1[C:17]([OH:19])=[O:18].C(=O)([O-])[O-].[K+].[K+].[Cl-].[Na+].Cl. The catalyst is CN1CCCC1=O. The product is [OH:11][CH:12]1[CH2:16][CH2:15][N:14]([C:2]2[CH:7]=[CH:6][C:5]([N+:8]([O-:10])=[O:9])=[CH:4][CH:3]=2)[CH:13]1[C:17]([OH:19])=[O:18]. The yield is 0.960. (7) The reactants are [NH:1]1[CH2:6][CH2:5][CH2:4][C@@H:3]([NH:7][C:8](=[O:14])[O:9][C:10]([CH3:13])([CH3:12])[CH3:11])[CH2:2]1.[Cl:15][C:16]1[C:17](F)=[C:18]2[C:24]([NH:25][C:26]([CH:28]3[CH2:32][CH2:31][CH2:30][CH2:29]3)=[O:27])=[CH:23][NH:22][C:19]2=[N:20][CH:21]=1. The catalyst is C(O)(CC)C. The product is [Cl:15][C:16]1[C:17]([N:1]2[CH2:6][CH2:5][CH2:4][C@@H:3]([NH:7][C:8](=[O:14])[O:9][C:10]([CH3:11])([CH3:13])[CH3:12])[CH2:2]2)=[C:18]2[C:24]([NH:25][C:26]([CH:28]3[CH2:29][CH2:30][CH2:31][CH2:32]3)=[O:27])=[CH:23][NH:22][C:19]2=[N:20][CH:21]=1. The yield is 0.580. (8) The reactants are [CH3:1][S:2]([O:5][CH:6]1[CH2:9][N:8](C(C2C=CC=CC=2)C2C=CC=CC=2)[CH2:7]1)(=[O:4])=[O:3].[Cl:23]CCOC(Cl)=O. The catalyst is ClCCl. The product is [ClH:23].[CH3:1][S:2]([O:5][CH:6]1[CH2:9][NH:8][CH2:7]1)(=[O:4])=[O:3]. The yield is 1.00. (9) The reactants are C([N:4]1[C:12]2[C:11](=[O:13])[N:10]([CH2:14][CH2:15][CH2:16][OH:17])[C:9](=[O:18])[N:8]([CH2:19][CH3:20])[C:7]=2[N:6]=[C:5]1[Cl:21])C=C.N1CCOCC1. The catalyst is C1COCC1.CS(C)=O.C1C=CC([P]([Pd]([P](C2C=CC=CC=2)(C2C=CC=CC=2)C2C=CC=CC=2)([P](C2C=CC=CC=2)(C2C=CC=CC=2)C2C=CC=CC=2)[P](C2C=CC=CC=2)(C2C=CC=CC=2)C2C=CC=CC=2)(C2C=CC=CC=2)C2C=CC=CC=2)=CC=1. The product is [Cl:21][C:5]1[NH:4][C:12]2[C:11](=[O:13])[N:10]([CH2:14][CH2:15][CH2:16][OH:17])[C:9](=[O:18])[N:8]([CH2:19][CH3:20])[C:7]=2[N:6]=1. The yield is 0.664.